From a dataset of Reaction yield outcomes from USPTO patents with 853,638 reactions. Predict the reaction yield, written as a fraction of the theoretical maximum amount of product (1.0 means a 100% yield; for example, 0.34 means a 34% yield). (1) The reactants are Cl[C:2]1[N:3]([CH2:25][CH:26]2[CH2:28][CH2:27]2)[C:4]2[C:9]([N:10]=1)=[C:8]([N:11]1[CH2:16][CH2:15][O:14][CH2:13][CH2:12]1)[N:7]=[C:6]([C:17]1[C:18]([CH3:24])=[N:19][C:20]([NH2:23])=[N:21][CH:22]=1)[N:5]=2.[NH2:29][CH:30]1[CH2:34][CH2:33][NH:32][CH2:31]1.C(N(CC)CC)C.[S:42](Cl)([CH3:45])(=[O:44])=[O:43]. The catalyst is CN1CCCC1=O. The product is [NH2:23][C:20]1[N:19]=[C:18]([CH3:24])[C:17]([C:6]2[N:5]=[C:4]3[C:9]([N:10]=[C:2]([N:32]4[CH2:33][CH2:34][CH:30]([NH:29][S:42]([CH3:45])(=[O:44])=[O:43])[CH2:31]4)[N:3]3[CH2:25][CH:26]3[CH2:28][CH2:27]3)=[C:8]([N:11]3[CH2:16][CH2:15][O:14][CH2:13][CH2:12]3)[N:7]=2)=[CH:22][N:21]=1. The yield is 0.530. (2) The reactants are CS(O[CH2:6][C:7]1[CH:8]=[C:9]([CH:14]=[CH:15][N:16]=1)[C:10]([O:12][CH3:13])=[O:11])(=O)=O.[Cl:17][C:18]1[CH:19]=[C:20]2[C:24](=[CH:25][CH:26]=1)[NH:23][N:22]=[CH:21]2.C([O-])([O-])=O.[K+].[K+]. The catalyst is CN(C=O)C.CCOC(C)=O. The product is [Cl:17][C:18]1[CH:19]=[C:20]2[C:24](=[CH:25][CH:26]=1)[N:23]([CH2:6][C:7]1[CH:8]=[C:9]([CH:14]=[CH:15][N:16]=1)[C:10]([O:12][CH3:13])=[O:11])[N:22]=[CH:21]2. The yield is 0.330. (3) The catalyst is CC(C)=O. The yield is 0.990. The product is [F:25][C:22]([F:23])([F:24])[C:19]1[CH:20]=[CH:21][C:16]([O:15][C:14]2[CH:13]=[C:12]([CH:11]=[C:8]3[CH2:7][CH2:6][C:5](=[O:4])[CH2:10][CH2:9]3)[CH:28]=[CH:27][CH:26]=2)=[N:17][CH:18]=1. The reactants are O1[C:5]2([CH2:10][CH2:9][C:8](=[CH:11][C:12]3[CH:13]=[C:14]([CH:26]=[CH:27][CH:28]=3)[O:15][C:16]3[CH:21]=[CH:20][C:19]([C:22]([F:25])([F:24])[F:23])=[CH:18][N:17]=3)[CH2:7][CH2:6]2)[O:4]CC1.Cl. (4) The reactants are [Cl:1][C:2]1[CH:3]=[CH:4][C:5]2[O:9][C:8]([S:10][C:11]3[N:12]=[N:13][C:14]([O:17]C)=[CH:15][CH:16]=3)=[C:7]([CH3:19])[C:6]=2[CH:20]=1.Cl. The catalyst is O1CCOCC1. The product is [Cl:1][C:2]1[CH:3]=[CH:4][C:5]2[O:9][C:8]([S:10][C:11]3[CH:16]=[CH:15][C:14](=[O:17])[NH:13][N:12]=3)=[C:7]([CH3:19])[C:6]=2[CH:20]=1. The yield is 0.730. (5) The reactants are [CH:1]1([C:7](Cl)=[O:8])[CH2:6][CH2:5][CH2:4][CH2:3][CH2:2]1.[CH3:10][O:11][C:12]1[CH:17]=[CH:16][CH:15]=[CH:14][C:13]=1[N:18]1[CH2:23][CH2:22][N:21]([CH2:24][CH:25]2[CH2:30][CH2:29][CH2:28][NH:27][CH2:26]2)[CH2:20][CH2:19]1.C(N(CC)CC)C. The catalyst is C(Cl)Cl. The product is [CH:1]1([C:7]([N:27]2[CH2:28][CH2:29][CH2:30][CH:25]([CH2:24][N:21]3[CH2:22][CH2:23][N:18]([C:13]4[CH:14]=[CH:15][CH:16]=[CH:17][C:12]=4[O:11][CH3:10])[CH2:19][CH2:20]3)[CH2:26]2)=[O:8])[CH2:6][CH2:5][CH2:4][CH2:3][CH2:2]1. The yield is 0.810. (6) The reactants are [F:1][C:2]1[CH:3]=[C:4]([CH:7]=[CH:8][CH:9]=1)[CH2:5]Cl.[F:10][C:11]1[CH:20]=[CH:19][CH:18]=[C:17]2[C:12]=1[C:13]([NH:21][C:22]1[CH:23]=[C:24]3[C:28](=[CH:29][CH:30]=1)[NH:27][N:26]=[CH:25]3)=[N:14][CH:15]=[N:16]2. No catalyst specified. The product is [F:10][C:11]1[CH:20]=[CH:19][CH:18]=[C:17]2[C:12]=1[C:13]([NH:21][C:22]1[CH:23]=[C:24]3[C:28](=[CH:29][CH:30]=1)[N:27]([CH2:5][C:4]1[CH:7]=[CH:8][CH:9]=[C:2]([F:1])[CH:3]=1)[N:26]=[CH:25]3)=[N:14][CH:15]=[N:16]2. The yield is 0.400. (7) The reactants are [CH2:1]([O:3][C:4]([CH:6]1[CH2:10][CH2:9][CH2:8][C:7]1=O)=[O:5])[CH3:2].[Cl:12][C:13]1[CH:20]=[CH:19][C:16]([CH2:17][NH2:18])=[CH:15][CH:14]=1.C([BH3-])#N.[Na+]. The catalyst is C(O)C.C(O)(=O)C. The product is [CH2:1]([O:3][C:4]([C:6]1[CH2:10][CH2:9][CH2:8][C:7]=1[NH:18][CH2:17][C:16]1[CH:19]=[CH:20][C:13]([Cl:12])=[CH:14][CH:15]=1)=[O:5])[CH3:2]. The yield is 0.556.